This data is from Peptide-MHC class II binding affinity with 134,281 pairs from IEDB. The task is: Regression. Given a peptide amino acid sequence and an MHC pseudo amino acid sequence, predict their binding affinity value. This is MHC class II binding data. (1) The peptide sequence is EGATPEAKYDAYVAT. The MHC is DRB1_0405 with pseudo-sequence DRB1_0405. The binding affinity (normalized) is 0.404. (2) The peptide sequence is EYDFNKLLVSAVSQI. The MHC is DRB1_1302 with pseudo-sequence DRB1_1302. The binding affinity (normalized) is 0.400. (3) The peptide sequence is LFKVRNGGEIGAVAL. The MHC is HLA-DQA10501-DQB10402 with pseudo-sequence HLA-DQA10501-DQB10402. The binding affinity (normalized) is 0.650.